Dataset: Forward reaction prediction with 1.9M reactions from USPTO patents (1976-2016). Task: Predict the product of the given reaction. (1) Given the reactants CC(C)([O-])C.[Na+].Br[C:8]1[CH:13]=[CH:12][C:11]([Cl:14])=[C:10]([O:15][CH3:16])[CH:9]=1.[NH:17]1[CH2:22][CH2:21][CH:20]([C:23]([O:25][CH2:26][CH3:27])=[O:24])[CH2:19][CH2:18]1, predict the reaction product. The product is: [Cl:14][C:11]1[CH:12]=[CH:13][C:8]([N:17]2[CH2:22][CH2:21][CH:20]([C:23]([O:25][CH2:26][CH3:27])=[O:24])[CH2:19][CH2:18]2)=[CH:9][C:10]=1[O:15][CH3:16]. (2) Given the reactants [CH:1]1([N:7]2[C:11]([C:12]3[CH:17]=[CH:16][C:15]([F:18])=[CH:14][CH:13]=3)=[C:10]([C:19]3[S:20][CH:21]=[C:22]([CH2:24][C:25]([O:27]CC)=[O:26])[N:23]=3)[CH:9]=[N:8]2)[CH2:6][CH2:5][CH2:4][CH2:3][CH2:2]1.[OH-].[Na+], predict the reaction product. The product is: [CH:1]1([N:7]2[C:11]([C:12]3[CH:13]=[CH:14][C:15]([F:18])=[CH:16][CH:17]=3)=[C:10]([C:19]3[S:20][CH:21]=[C:22]([CH2:24][C:25]([OH:27])=[O:26])[N:23]=3)[CH:9]=[N:8]2)[CH2:2][CH2:3][CH2:4][CH2:5][CH2:6]1. (3) Given the reactants [Li].C(OC([CH:9]1[C:14]2[S:15][C:16]([C:18]([O-:20])=O)=[N:17][C:13]=2[CH2:12][CH2:11][NH:10]1)=O)(C)(C)C.Cl[C:22]1[CH:23]=[CH:24][C:25]2[CH:29]=[C:28]([S:30]([N:33]3[CH2:38][CH2:37][NH:36][CH2:35][CH2:34]3)(=[O:32])=[O:31])[S:27][C:26]=2[CH:39]=1.[OH2:40].[OH:40]N1[C:45]2[CH:50]=[CH:49][CH:49]=[CH:50][C:45]=2N=N1.[ClH:51].[CH3:52]N(CCCN=C=NCC)C.CN(C)[CH:65]=[O:66], predict the reaction product. The product is: [C:50]([O:40][C:65]([CH:11]1[NH:10][CH2:9][C:14]2[S:15][C:16]([C:18]([N:36]3[CH2:37][CH2:38][N:33]([S:30]([C:28]4[S:27][C:26]5[CH:39]=[C:22]([Cl:51])[CH:23]=[CH:24][C:25]=5[CH:29]=4)(=[O:32])=[O:31])[CH2:34][CH2:35]3)=[O:20])=[N:17][C:13]=2[CH2:12]1)=[O:66])([CH3:49])([CH3:45])[CH3:52].